From a dataset of NCI-60 drug combinations with 297,098 pairs across 59 cell lines. Regression. Given two drug SMILES strings and cell line genomic features, predict the synergy score measuring deviation from expected non-interaction effect. (1) Drug 2: C1CNP(=O)(OC1)N(CCCl)CCCl. Synergy scores: CSS=-4.10, Synergy_ZIP=3.36, Synergy_Bliss=2.06, Synergy_Loewe=-2.36, Synergy_HSA=-3.26. Cell line: NCI-H226. Drug 1: CS(=O)(=O)CCNCC1=CC=C(O1)C2=CC3=C(C=C2)N=CN=C3NC4=CC(=C(C=C4)OCC5=CC(=CC=C5)F)Cl. (2) Drug 1: C1CCC(C1)C(CC#N)N2C=C(C=N2)C3=C4C=CNC4=NC=N3. Cell line: SF-539. Drug 2: C1=C(C(=O)NC(=O)N1)F. Synergy scores: CSS=42.4, Synergy_ZIP=-8.01, Synergy_Bliss=-15.5, Synergy_Loewe=-15.2, Synergy_HSA=-13.5. (3) Drug 2: CC1CCCC2(C(O2)CC(NC(=O)CC(C(C(=O)C(C1O)C)(C)C)O)C(=CC3=CSC(=N3)C)C)C. Synergy scores: CSS=62.4, Synergy_ZIP=-1.61, Synergy_Bliss=-4.94, Synergy_Loewe=-16.3, Synergy_HSA=-4.99. Cell line: RPMI-8226. Drug 1: CC1C(C(CC(O1)OC2CC(CC3=C2C(=C4C(=C3O)C(=O)C5=C(C4=O)C(=CC=C5)OC)O)(C(=O)CO)O)N)O.Cl. (4) Drug 1: C1=C(C(=O)NC(=O)N1)F. Drug 2: CC1=C2C(C(=O)C3(C(CC4C(C3C(C(C2(C)C)(CC1OC(=O)C(C(C5=CC=CC=C5)NC(=O)OC(C)(C)C)O)O)OC(=O)C6=CC=CC=C6)(CO4)OC(=O)C)O)C)O. Cell line: HCT-15. Synergy scores: CSS=39.1, Synergy_ZIP=-1.48, Synergy_Bliss=-4.71, Synergy_Loewe=-4.85, Synergy_HSA=-4.80. (5) Drug 1: CC1=CC=C(C=C1)C2=CC(=NN2C3=CC=C(C=C3)S(=O)(=O)N)C(F)(F)F. Drug 2: CNC(=O)C1=NC=CC(=C1)OC2=CC=C(C=C2)NC(=O)NC3=CC(=C(C=C3)Cl)C(F)(F)F. Cell line: A498. Synergy scores: CSS=-0.229, Synergy_ZIP=6.15, Synergy_Bliss=-1.03, Synergy_Loewe=-3.76, Synergy_HSA=-2.29.